Dataset: Reaction yield outcomes from USPTO patents with 853,638 reactions. Task: Predict the reaction yield, written as a fraction of the theoretical maximum amount of product (1.0 means a 100% yield; for example, 0.34 means a 34% yield). (1) The reactants are C(O[C:6](=O)[N:7](C)[C:8]1[N:16]=[CH:15][N:14]=[C:13]2[C:9]=1[N:10]=[CH:11][N:12]2[C:17]1[CH:22]=[CH:21][C:20]([NH:23][C:24]([NH:26][C:27]2[CH:32]=[CH:31][C:30]([CH2:33][CH:34]=O)=[C:29]([C:36]([F:39])([F:38])[F:37])[CH:28]=2)=[O:25])=[CH:19][CH:18]=1)(C)(C)C.C(O)(=O)C.[CH3:46][NH:47][CH3:48].C([BH3-])#N.[Na+]. The catalyst is C(O)C. The product is [CH3:46][N:47]([CH3:48])[CH2:34][CH2:33][C:30]1[CH:31]=[CH:32][C:27]([NH:26][C:24]([NH:23][C:20]2[CH:19]=[CH:18][C:17]([N:12]3[CH:11]=[N:10][C:9]4[C:13]3=[N:14][CH:15]=[N:16][C:8]=4[NH:7][CH3:6])=[CH:22][CH:21]=2)=[O:25])=[CH:28][C:29]=1[C:36]([F:38])([F:37])[F:39]. The yield is 0.520. (2) The reactants are [CH3:1][O:2][C:3]1[CH:8]=[CH:7][NH:6][C:5](=O)[CH:4]=1.O=P(Cl)(Cl)[Cl:12]. No catalyst specified. The product is [Cl:12][C:5]1[CH:4]=[C:3]([O:2][CH3:1])[CH:8]=[CH:7][N:6]=1. The yield is 0.630. (3) The reactants are [NH:1]1[CH:5]=[C:4]([C:6]2[C:7]3[CH:14]=[CH:13][N:12]([CH2:15][O:16][CH2:17][CH2:18][Si:19]([CH3:22])([CH3:21])[CH3:20])[C:8]=3[N:9]=[CH:10][N:11]=2)[CH:3]=[N:2]1.[CH:23]1(/[CH:28]=[CH:29]/[C:30]([O:32][CH3:33])=[O:31])[CH2:27][CH2:26][CH2:25][CH2:24]1.C1CCN2C(=NCCC2)CC1. The catalyst is C(#N)C. The product is [CH:23]1([CH:28]([N:1]2[CH:5]=[C:4]([C:6]3[C:7]4[CH:14]=[CH:13][N:12]([CH2:15][O:16][CH2:17][CH2:18][Si:19]([CH3:22])([CH3:21])[CH3:20])[C:8]=4[N:9]=[CH:10][N:11]=3)[CH:3]=[N:2]2)[CH2:29][C:30]([O:32][CH3:33])=[O:31])[CH2:27][CH2:26][CH2:25][CH2:24]1. The yield is 0.630. (4) The reactants are [Cl:1][C:2]1[CH:3]=[C:4]([CH:8]=[CH:9][C:10]=1[C:11]1[CH:20]=[CH:19][C:18]2[C:13](=[CH:14][CH:15]=[C:16]([O:21]C)[CH:17]=2)[N:12]=1)[C:5]([OH:7])=[O:6].[Al+3].[Cl-].[Cl-].[Cl-]. The catalyst is C(Cl)Cl. The product is [Cl:1][C:2]1[CH:3]=[C:4]([CH:8]=[CH:9][C:10]=1[C:11]1[CH:20]=[CH:19][C:18]2[C:13](=[CH:14][CH:15]=[C:16]([OH:21])[CH:17]=2)[N:12]=1)[C:5]([OH:7])=[O:6]. The yield is 0.180. (5) The reactants are Br[C:2]1[N:7]=[N:6][C:5]([NH2:8])=[N:4][C:3]=1[C:9]1[CH:14]=[CH:13][CH:12]=[CH:11][CH:10]=1.[O:15]1[C:19]2[CH:20]=[CH:21][C:22](B(O)O)=[CH:23][C:18]=2[O:17][CH2:16]1. No catalyst specified. The product is [O:15]1[C:19]2[CH:20]=[CH:21][C:22]([C:2]3[N:7]=[N:6][C:5]([NH2:8])=[N:4][C:3]=3[C:9]3[CH:14]=[CH:13][CH:12]=[CH:11][CH:10]=3)=[CH:23][C:18]=2[O:17][CH2:16]1. The yield is 0.620. (6) The reactants are [Br:1][C:2]1[CH:3]=[C:4]([N+]([O-])=O)[C:5]([C:8]#[N:9])=[N:6][CH:7]=1.CN(C=O)C.[CH3:18][O:19][C:20](=[O:23])[CH2:21][SH:22].[OH-].[K+]. The catalyst is O. The product is [NH2:9][C:8]1[C:5]2=[N:6][CH:7]=[C:2]([Br:1])[CH:3]=[C:4]2[S:22][C:21]=1[C:20]([O:19][CH3:18])=[O:23]. The yield is 0.786.